Dataset: Full USPTO retrosynthesis dataset with 1.9M reactions from patents (1976-2016). Task: Predict the reactants needed to synthesize the given product. (1) The reactants are: [OH-:1].[Li+].[Cl:3][C:4]1[CH:39]=[CH:38][C:7]([CH2:8][N:9]2[C:14](=[O:15])[C:13]([C:16]3[O:17][C:18]([CH3:21])=[CH:19][N:20]=3)=[CH:12][N:11]=[C:10]2[NH:22][C:23]2[CH:28]=[CH:27][C:26]([O:29][C:30]3[CH:35]=[CH:34][CH:33]=[C:32]([C:36]#N)[N:31]=3)=[CH:25][CH:24]=2)=[CH:6][CH:5]=1.CS(C)=O.Cl.[OH2:45]. Given the product [Cl:3][C:4]1[CH:39]=[CH:38][C:7]([CH2:8][N:9]2[C:14](=[O:15])[C:13]([C:16]3[O:17][C:18]([CH3:21])=[CH:19][N:20]=3)=[CH:12][N:11]=[C:10]2[NH:22][C:23]2[CH:24]=[CH:25][C:26]([O:29][C:30]3[CH:35]=[CH:34][CH:33]=[C:32]([C:36]([OH:45])=[O:1])[N:31]=3)=[CH:27][CH:28]=2)=[CH:6][CH:5]=1, predict the reactants needed to synthesize it. (2) The reactants are: C(O[C:4](=[O:14])[CH2:5][C:6](=O)[C:7]1[CH:12]=[CH:11][CH:10]=[CH:9][N:8]=1)C.C(O)(=O)C(O)=O.[CH2:21]([NH:23][NH2:24])[CH3:22]. Given the product [CH2:21]([N:23]1[C:4]([OH:14])=[CH:5][C:6]([C:7]2[CH:12]=[CH:11][CH:10]=[CH:9][N:8]=2)=[N:24]1)[CH3:22], predict the reactants needed to synthesize it. (3) Given the product [CH2:1]([O:3][C:4](=[O:28])[C:5]1[CH:10]=[C:9]([Br:11])[C:8]([CH2:12][Br:29])=[CH:7][C:6]=1[N:13]([C:14]([O:16][C:17]([CH3:20])([CH3:19])[CH3:18])=[O:15])[C:21]([O:23][C:24]([CH3:27])([CH3:26])[CH3:25])=[O:22])[CH3:2], predict the reactants needed to synthesize it. The reactants are: [CH2:1]([O:3][C:4](=[O:28])[C:5]1[CH:10]=[C:9]([Br:11])[C:8]([CH3:12])=[CH:7][C:6]=1[N:13]([C:21]([O:23][C:24]([CH3:27])([CH3:26])[CH3:25])=[O:22])[C:14]([O:16][C:17]([CH3:20])([CH3:19])[CH3:18])=[O:15])[CH3:2].[Br:29]CC1C=C(C=CC=1S(CC)(=O)=O)C#N. (4) Given the product [Cl:27][C:28]1[CH:29]=[C:30]([CH:41]=[CH:42][CH:43]=1)[CH2:31][NH:32][C:33]1[CH:34]=[C:35]([CH:39]([C:10]2[C:4]3[C:5](=[N:6][CH:7]=[C:2]([Cl:1])[CH:3]=3)[N:8]([Si:12]([CH:19]([CH3:21])[CH3:20])([CH:16]([CH3:18])[CH3:17])[CH:13]([CH3:15])[CH3:14])[CH:9]=2)[OH:40])[N:36]([CH3:38])[N:37]=1, predict the reactants needed to synthesize it. The reactants are: [Cl:1][C:2]1[CH:3]=[C:4]2[C:10](I)=[CH:9][N:8]([Si:12]([CH:19]([CH3:21])[CH3:20])([CH:16]([CH3:18])[CH3:17])[CH:13]([CH3:15])[CH3:14])[C:5]2=[N:6][CH:7]=1.C([Mg]Cl)(C)C.[Cl:27][C:28]1[CH:29]=[C:30]([CH:41]=[CH:42][CH:43]=1)[CH2:31][NH:32][C:33]1[CH:34]=[C:35]([CH:39]=[O:40])[N:36]([CH3:38])[N:37]=1. (5) Given the product [CH3:1][O:2][C:3]1[C:4]([CH2:13][O:14][CH3:15])=[C:5]([CH:10]=[CH:11][CH:12]=1)[C:6]([OH:8])=[O:7], predict the reactants needed to synthesize it. The reactants are: [CH3:1][O:2][C:3]1[C:4]([CH2:13][O:14][CH3:15])=[C:5]([CH:10]=[CH:11][CH:12]=1)[C:6]([O:8]C)=[O:7].[OH-].[K+].Cl. (6) Given the product [Cl:1][C:2]1[CH:3]=[C:4]([S:9]([NH:12][CH:13]([C:18]2[CH:23]=[CH:22][CH:21]=[CH:20][CH:19]=2)[CH2:14][C:15]([NH:39][CH:35]2[C:36]3[C:31](=[CH:30][C:29]([O:28][CH2:27][CH2:26][N:25]([CH3:40])[CH3:24])=[CH:38][CH:37]=3)[CH2:32][CH2:33][CH2:34]2)=[O:17])(=[O:11])=[O:10])[CH:5]=[CH:6][C:7]=1[Cl:8], predict the reactants needed to synthesize it. The reactants are: [Cl:1][C:2]1[CH:3]=[C:4]([S:9]([NH:12][CH:13]([C:18]2[CH:23]=[CH:22][CH:21]=[CH:20][CH:19]=2)[CH2:14][C:15]([OH:17])=O)(=[O:11])=[O:10])[CH:5]=[CH:6][C:7]=1[Cl:8].[CH3:24][N:25]([CH3:40])[CH2:26][CH2:27][O:28][C:29]1[CH:30]=[C:31]2[C:36](=[CH:37][CH:38]=1)[CH:35]([NH2:39])[CH2:34][CH2:33][CH2:32]2.C(Cl)CCl.C1C=CC2N(O)N=NC=2C=1. (7) Given the product [C:30]([C:18]1[C:16]2[N:17]=[C:13]([C:11]([NH:7][CH3:6])=[O:10])[O:14][C:15]=2[C:21]([F:22])=[C:20]([C:23]2[CH:28]=[CH:27][CH:26]=[CH:25][CH:24]=2)[C:19]=1[CH3:29])#[N:31], predict the reactants needed to synthesize it. The reactants are: C[Al](C)C.Cl.[CH3:6][NH2:7].C([O:10][C:11]([C:13]1[O:14][C:15]2[C:21]([F:22])=[C:20]([C:23]3[CH:28]=[CH:27][CH:26]=[CH:25][CH:24]=3)[C:19]([CH3:29])=[C:18]([C:30]#[N:31])[C:16]=2[N:17]=1)=O)C.Cl. (8) Given the product [CH3:18][C@@H:19]1[CH2:24][CH2:23][CH2:22][N:21]([C:7]([C:6]2[CH:10]=[C:2]([CH3:1])[CH:3]=[CH:4][C:5]=2[C:11]2[CH:12]=[N:13][CH:14]=[CH:15][C:16]=2[CH3:17])=[O:9])[C@@H:20]1[CH2:25][NH:26][C:27]1[CH:32]=[CH:31][C:30]([C:33]([F:36])([F:34])[F:35])=[CH:29][N:28]=1, predict the reactants needed to synthesize it. The reactants are: [CH3:1][C:2]1[CH:3]=[CH:4][C:5]([C:11]2[CH:12]=[N:13][CH:14]=[CH:15][C:16]=2[CH3:17])=[C:6]([CH:10]=1)[C:7]([OH:9])=O.[CH3:18][C@@H:19]1[CH2:24][CH2:23][CH2:22][NH:21][C@@H:20]1[CH2:25][NH:26][C:27]1[CH:32]=[CH:31][C:30]([C:33]([F:36])([F:35])[F:34])=[CH:29][N:28]=1.